From a dataset of Forward reaction prediction with 1.9M reactions from USPTO patents (1976-2016). Predict the product of the given reaction. (1) Given the reactants [N:1]1([C:6]2([C:10]#[N:11])[CH2:9]O[CH2:7]2)[CH2:5][CH2:4][CH2:3][CH2:2]1.C(OC1(O[Si](C)(C)C)CC1)C.N1CCCC1, predict the reaction product. The product is: [N:1]1([C:6]2([C:10]#[N:11])[CH2:9][CH2:7]2)[CH2:5][CH2:4][CH2:3][CH2:2]1. (2) Given the reactants C(N(CC)CC)C.FC(F)(F)C(O)=O.[CH3:15][C:16]1[CH:17]=[N:18][N:19]2[CH:24]=[C:23]([C:25]3[CH:30]=[CH:29][C:28]([N:31]4[CH2:36][CH2:35][NH:34][CH2:33][CH2:32]4)=[CH:27][CH:26]=3)[N:22]=[C:21]([O:37][C@@H:38]([C@H:40]3[CH2:44][NH:43][C:42](=[O:45])[CH2:41]3)[CH3:39])[C:20]=12.[CH3:46][S:47](O[S:47]([CH3:46])(=[O:49])=[O:48])(=[O:49])=[O:48], predict the reaction product. The product is: [CH3:15][C:16]1[CH:17]=[N:18][N:19]2[CH:24]=[C:23]([C:25]3[CH:30]=[CH:29][C:28]([N:31]4[CH2:32][CH2:33][N:34]([S:47]([CH3:46])(=[O:49])=[O:48])[CH2:35][CH2:36]4)=[CH:27][CH:26]=3)[N:22]=[C:21]([O:37][C@@H:38]([C@H:40]3[CH2:44][NH:43][C:42](=[O:45])[CH2:41]3)[CH3:39])[C:20]=12. (3) Given the reactants [C:1]([N:4]1[C:12]2[C:7](=[CH:8][CH:9]=[C:10]([F:13])[CH:11]=2)[CH2:6][C:5]1=[O:14])(=[O:3])[CH3:2].[C:15]([NH:18][CH2:19][CH2:20][C:21]1[CH:29]=[CH:28][C:24]([C:25](O)=[O:26])=[CH:23][CH:22]=1)(=[O:17])[CH3:16], predict the reaction product. The product is: [C:1]([N:4]1[C:12]2[C:7](=[CH:8][CH:9]=[C:10]([F:13])[CH:11]=2)[C:6](=[C:25]([OH:26])[C:24]2[CH:23]=[CH:22][C:21]([CH2:20][CH2:19][NH:18][C:15](=[O:17])[CH3:16])=[CH:29][CH:28]=2)[C:5]1=[O:14])(=[O:3])[CH3:2]. (4) Given the reactants Cl[CH2:2][C:3]#[N:4].[Cl:5][C:6]1[CH:11]=[CH:10][CH:9]=[CH:8][C:7]=1[N:12]1[C:17](=[O:18])[CH:16]=[CH:15][C:14]([C:19]#[N:20])=[C:13]1[S-:21].[Na+].O, predict the reaction product. The product is: [NH2:20][C:19]1[C:14]2[CH:15]=[CH:16][C:17](=[O:18])[N:12]([C:7]3[CH:8]=[CH:9][CH:10]=[CH:11][C:6]=3[Cl:5])[C:13]=2[S:21][C:2]=1[C:3]#[N:4]. (5) Given the reactants [C:1]([O:9][CH:10]([C:18]([F:21])([F:20])[F:19])[C:11]([F:17])([F:16])[S:12]([O-:15])(=[O:14])=[O:13])(=[O:8])[C:2]1[CH:7]=[CH:6][CH:5]=[CH:4][CH:3]=1.[C:22]1([S+:28]([C:35]2[CH:40]=[CH:39][CH:38]=[CH:37][CH:36]=2)[C:29]2[CH:34]=[CH:33][CH:32]=[CH:31][CH:30]=2)[CH:27]=[CH:26][CH:25]=[CH:24][CH:23]=1.[OH-].[Na+].Cl, predict the reaction product. The product is: [C:1]([O:9][CH:10]([C:18]([F:20])([F:21])[F:19])[C:11]([F:16])([F:17])[S:12]([O-:15])(=[O:14])=[O:13])(=[O:8])[C:2]1[CH:3]=[CH:4][CH:5]=[CH:6][CH:7]=1.[C:35]1([S+:28]([C:22]2[CH:23]=[CH:24][CH:25]=[CH:26][CH:27]=2)[C:29]2[CH:34]=[CH:33][CH:32]=[CH:31][CH:30]=2)[CH:36]=[CH:37][CH:38]=[CH:39][CH:40]=1.[OH:9][CH:10]([C:18]([F:21])([F:19])[F:20])[C:11]([F:16])([F:17])[S:12]([O-:15])(=[O:14])=[O:13].[C:35]1([S+:28]([C:22]2[CH:23]=[CH:24][CH:25]=[CH:26][CH:27]=2)[C:29]2[CH:34]=[CH:33][CH:32]=[CH:31][CH:30]=2)[CH:36]=[CH:37][CH:38]=[CH:39][CH:40]=1. (6) Given the reactants C(O[C:6](=O)[N:7]([C:9]1[CH:14]=[CH:13][C:12]([C:15]2[O:16][C:17]3[CH:23]=[CH:22][C:21]([O:24]C)=[CH:20][C:18]=3[CH:19]=2)=[C:11]([F:26])[N:10]=1)C)(C)(C)C.B(Br)(Br)Br.C(=O)(O)[O-].[Na+], predict the reaction product. The product is: [F:26][C:11]1[C:12]([C:15]2[O:16][C:17]3[CH:23]=[CH:22][C:21]([OH:24])=[CH:20][C:18]=3[CH:19]=2)=[CH:13][CH:14]=[C:9]([NH:7][CH3:6])[N:10]=1.